Dataset: Full USPTO retrosynthesis dataset with 1.9M reactions from patents (1976-2016). Task: Predict the reactants needed to synthesize the given product. (1) Given the product [CH3:36][C:10]1([CH2:9][OH:8])[S:16][CH2:15][CH2:14][N:13]2[C:17]([C:20]3([C:23]4[CH:28]=[CH:27][C:26]([C:29]5[C:34]([CH3:35])=[CH:33][CH:32]=[CH:31][N:30]=5)=[CH:25][CH:24]=4)[CH2:22][CH2:21]3)=[N:18][N:19]=[C:12]2[CH2:11]1, predict the reactants needed to synthesize it. The reactants are: [Si]([O:8][CH2:9][C:10]1([CH3:36])[S:16][CH2:15][CH2:14][N:13]2[C:17]([C:20]3([C:23]4[CH:28]=[CH:27][C:26]([C:29]5[C:34]([CH3:35])=[CH:33][CH:32]=[CH:31][N:30]=5)=[CH:25][CH:24]=4)[CH2:22][CH2:21]3)=[N:18][N:19]=[C:12]2[CH2:11]1)(C(C)(C)C)(C)C.Cl. (2) Given the product [C:2]([O:1][CH:2]1[O:8][C@@H:7]([CH2:9][O:10][C:19](=[O:21])[CH3:20])[C@@H:5]([O:6][C:22](=[O:25])[CH3:23])[C@@H:3]1[O:4][C:5](=[O:6])[CH3:7])(=[O:1])[CH3:3], predict the reactants needed to synthesize it. The reactants are: [O:1]=[CH:2][C@H:3]([C@@H:5]([C@H:7]([CH2:9][OH:10])[OH:8])[OH:6])[OH:4].B(O)(O)O.C(O[C:19](=[O:21])[CH3:20])(=O)C.[C:22]([OH:25])(=O)[CH3:23]. (3) Given the product [CH:1]([NH:14][C:13]1[CH:15]=[CH:16][CH:17]=[CH:18][C:12]=1[F:11])=[O:3], predict the reactants needed to synthesize it. The reactants are: [CH:1]([O-:3])=O.C(OC(=O)C)(=O)C.[F:11][C:12]1[CH:18]=[CH:17][CH:16]=[CH:15][C:13]=1[NH2:14].